This data is from Catalyst prediction with 721,799 reactions and 888 catalyst types from USPTO. The task is: Predict which catalyst facilitates the given reaction. (1) The catalyst class is: 224. Reactant: [Si](C=[N+]=[N-])(C)(C)[CH3:2].[C:8]([O:12][C:13]([NH:15][CH:16]([CH2:20][C:21]1[CH:26]=[CH:25][C:24]([OH:27])=[CH:23][C:22]=1[F:28])[C:17]([OH:19])=[O:18])=[O:14])([CH3:11])([CH3:10])[CH3:9]. Product: [CH3:2][O:18][C:17](=[O:19])[CH:16]([NH:15][C:13]([O:12][C:8]([CH3:11])([CH3:9])[CH3:10])=[O:14])[CH2:20][C:21]1[CH:26]=[CH:25][C:24]([OH:27])=[CH:23][C:22]=1[F:28]. (2) Reactant: ClC1C=C(C=CC=1)C(OO)=[O:6].[CH2:12]([C:15]1[CH:22]=[CH:21][C:18]([C:19]#[N:20])=[CH:17][CH:16]=1)[CH:13]=[CH2:14]. Product: [O:6]1[CH2:14][CH:13]1[CH2:12][C:15]1[CH:16]=[CH:17][C:18]([C:19]#[N:20])=[CH:21][CH:22]=1. The catalyst class is: 4.